Dataset: Full USPTO retrosynthesis dataset with 1.9M reactions from patents (1976-2016). Task: Predict the reactants needed to synthesize the given product. (1) Given the product [O:12]=[C:8]1[C:7]2[S:3][CH:4]=[CH:5][C:6]=2[CH2:11][CH2:10][CH:9]1[C:14]([O:15][CH3:16])=[O:17], predict the reactants needed to synthesize it. The reactants are: [H-].[Na+].[S:3]1[C:7]2[C:8](=[O:12])[CH2:9][CH2:10][CH2:11][C:6]=2[CH:5]=[CH:4]1.Cl.[C:14](=O)([O:17]C)[O:15][CH3:16]. (2) Given the product [C:1]([O:5][C@@H:6]([C:11]1[C:40]([CH3:41])=[CH:39][C:38]2=[N:42][C:35]3=[CH:36][N:37]2[C:12]=1[N:13]1[CH2:14][CH2:15][C:16]([CH3:49])([O:17][CH2:18][CH:19]=[CH:20][CH2:21][C@H:22]([CH3:46])[O:23][C:24]2[CH:25]=[C:26]([F:45])[C:27]([F:44])=[CH:28][C:29]=2[C:30]2[CH:43]=[C:34]3[CH:33]=[CH:32][CH:31]=2)[CH2:47][CH2:48]1)[C:7]([OH:9])=[O:8])([CH3:4])([CH3:2])[CH3:3], predict the reactants needed to synthesize it. The reactants are: [C:1]([O:5][C@@H:6]([C:11]1[C:40]([CH3:41])=[CH:39][C:38]2=[N:42][C:35]3=[CH:36][N:37]2[C:12]=1[N:13]1[CH2:48][CH2:47][C:16]([CH3:49])([O:17][CH2:18][CH:19]=[CH:20][CH2:21][C@H:22]([CH3:46])[O:23][C:24]2[CH:25]=[C:26]([F:45])[C:27]([F:44])=[CH:28][C:29]=2[C:30]2[CH:43]=[C:34]3[CH:33]=[CH:32][CH:31]=2)[CH2:15][CH2:14]1)[C:7]([O:9]C)=[O:8])([CH3:4])([CH3:3])[CH3:2].C(O[C@@H](C1C(C)=CC2=NC3=CN2C=1N1CCC(C)(OCC=CC[C@H](C)OC2C=C(F)C=CC=2C2C=C3C=CC=2)CC1)C(O)=O)(C)(C)C.